Dataset: hERG potassium channel inhibition data for cardiac toxicity prediction from Karim et al.. Task: Regression/Classification. Given a drug SMILES string, predict its toxicity properties. Task type varies by dataset: regression for continuous values (e.g., LD50, hERG inhibition percentage) or binary classification for toxic/non-toxic outcomes (e.g., AMES mutagenicity, cardiotoxicity, hepatotoxicity). Dataset: herg_karim. (1) The drug is OCC1(N2CCN([C@H]3CCc4ccc(OCc5noc(-c6ccc(Cl)cc6)n5)cc43)CC2)CCCC1. The result is 1 (blocker). (2) The compound is Nc1nc2c(s1)CC[C@H]2C(=O)Nc1ccc(C[C@@H]2CC[C@H]([C@H](O)c3cccnc3)N2)cc1. The result is 0 (non-blocker). (3) The drug is N[C@H]1CN(c2ccn3cnnc3n2)CC[C@@H]1c1cc(F)c(F)cc1F.O=C(O)C(F)(F)F. The result is 0 (non-blocker). (4) The drug is COc1ccc(-c2nnc(SCCCN3CCc4ccc(-c5cc(C)on5)cc4CC3)n2C)cc1. The result is 1 (blocker). (5) The drug is C[C@@H]1COCCN1c1nc(N2CCOC[C@H]2C)c2ccc(-c3ccc4cc[nH]c(=O)c4c3)nc2n1. The result is 0 (non-blocker). (6) The molecule is COc1ccc(CCO[C@@H]2CCCC[C@H]2N2CC[C@@H](O)C2)cc1OC.Cl. The result is 1 (blocker).